Dataset: Forward reaction prediction with 1.9M reactions from USPTO patents (1976-2016). Task: Predict the product of the given reaction. (1) Given the reactants [Br:1][C:2]1[CH:7]=[CH:6][C:5]([C@H:8]2[C@@H:12]([C:13]3[CH:18]=[CH:17][C:16]([Br:19])=[CH:15][CH:14]=3)[N:11]([C:20](Cl)=[O:21])[C:10]([C:23]3[CH:28]=[CH:27][C:26]([C:29]([CH3:32])([CH3:31])[CH3:30])=[CH:25][C:24]=3[O:33][CH2:34][CH3:35])=[N:9]2)=[CH:4][CH:3]=1.[NH:36]1[CH2:42][CH2:41][C:40](=[O:43])[NH:39][CH2:38][CH2:37]1, predict the reaction product. The product is: [Br:1][C:2]1[CH:7]=[CH:6][C:5]([C@H:8]2[C@@H:12]([C:13]3[CH:18]=[CH:17][C:16]([Br:19])=[CH:15][CH:14]=3)[N:11]([C:20]([N:36]3[CH2:42][CH2:41][C:40](=[O:43])[NH:39][CH2:38][CH2:37]3)=[O:21])[C:10]([C:23]3[CH:28]=[CH:27][C:26]([C:29]([CH3:32])([CH3:31])[CH3:30])=[CH:25][C:24]=3[O:33][CH2:34][CH3:35])=[N:9]2)=[CH:4][CH:3]=1. (2) Given the reactants [CH3:1][C:2]1[CH:31]=[CH:30][C:5]([C:6]([NH:8][C:9]2[C:22]3[C:21](=[O:23])[C:20]4[C:15](=[CH:16][CH:17]=[CH:18][CH:19]=4)[C:14](=[O:24])[C:13]=3[CH:12]=[CH:11][C:10]=2[NH:25][C:26](=[O:29])[CH2:27]Cl)=[O:7])=[CH:4][CH:3]=1.C[CH2:33][N:34](C(C)C)[CH:35](C)C.CNC.C(OCC)(=O)C, predict the reaction product. The product is: [CH3:1][C:2]1[CH:31]=[CH:30][C:5]([C:6]([NH:8][C:9]2[C:22]3[C:21](=[O:23])[C:20]4[C:15](=[CH:16][CH:17]=[CH:18][CH:19]=4)[C:14](=[O:24])[C:13]=3[CH:12]=[CH:11][C:10]=2[NH:25][C:26](=[O:29])[CH2:27][N:34]([CH3:35])[CH3:33])=[O:7])=[CH:4][CH:3]=1. (3) Given the reactants Cl[C:2]1[N:7]=[C:6]([C:8]2[N:12]3[CH:13]=[CH:14][CH:15]=[CH:16][C:11]3=[N:10][C:9]=2[C:17]2[CH:18]=[CH:19][C:20]([O:34][CH3:35])=[C:21]([CH:33]=2)[C:22]([NH:24][C:25]2[C:30]([F:31])=[CH:29][CH:28]=[CH:27][C:26]=2[F:32])=[O:23])[CH:5]=[CH:4][N:3]=1.[CH3:36][C:37]1[C:38]([N:46]2[CH2:51][CH2:50][N:49]([S:52]([CH3:55])(=[O:54])=[O:53])[CH2:48][CH2:47]2)=[CH:39][C:40]([O:44][CH3:45])=[C:41]([CH:43]=1)[NH2:42].C1(C)C=CC(S(O)(=O)=O)=CC=1.C(O)C(F)(F)F.N, predict the reaction product. The product is: [F:32][C:26]1[CH:27]=[CH:28][CH:29]=[C:30]([F:31])[C:25]=1[NH:24][C:22](=[O:23])[C:21]1[CH:33]=[C:17]([C:9]2[N:10]=[C:11]3[CH:16]=[CH:15][CH:14]=[CH:13][N:12]3[C:8]=2[C:6]2[CH:5]=[CH:4][N:3]=[C:2]([NH:42][C:41]3[CH:43]=[C:37]([CH3:36])[C:38]([N:46]4[CH2:51][CH2:50][N:49]([S:52]([CH3:55])(=[O:54])=[O:53])[CH2:48][CH2:47]4)=[CH:39][C:40]=3[O:44][CH3:45])[N:7]=2)[CH:18]=[CH:19][C:20]=1[O:34][CH3:35].